Dataset: NCI-60 drug combinations with 297,098 pairs across 59 cell lines. Task: Regression. Given two drug SMILES strings and cell line genomic features, predict the synergy score measuring deviation from expected non-interaction effect. (1) Cell line: PC-3. Drug 2: C1CCC(C(C1)N)N.C(=O)(C(=O)[O-])[O-].[Pt+4]. Drug 1: CS(=O)(=O)OCCCCOS(=O)(=O)C. Synergy scores: CSS=25.3, Synergy_ZIP=-5.82, Synergy_Bliss=0.185, Synergy_Loewe=1.38, Synergy_HSA=1.45. (2) Drug 1: C1CC2CC3=C(CC1C24CN(S(=O)(=O)N4)CC(F)(F)F)C=CC(=C3)C=CCN5CCC(CC5)C(F)(F)F. Drug 2: CCC1=C2N=C(C=C(N2N=C1)NCC3=C[N+](=CC=C3)[O-])N4CCCCC4CCO. Cell line: UACC62. Synergy scores: CSS=56.1, Synergy_ZIP=-3.87, Synergy_Bliss=-1.78, Synergy_Loewe=-2.10, Synergy_HSA=1.88.